Dataset: Forward reaction prediction with 1.9M reactions from USPTO patents (1976-2016). Task: Predict the product of the given reaction. (1) Given the reactants [Si]([O:8][CH2:9][C@@H:10]1[CH:14]([C:15]2[CH:20]=[CH:19][CH:18]=[CH:17][CH:16]=2)[O:13][C:12](=[O:21])[N:11]1[CH2:22][CH2:23][CH:24]1[CH2:29][CH2:28][N:27]([C:30]([O:32][C:33]([CH3:36])([CH3:35])[CH3:34])=[O:31])[CH2:26][CH2:25]1)(C(C)(C)C)(C)C.[F-].C([N+](CCCC)(CCCC)CCCC)CCC, predict the reaction product. The product is: [OH:8][CH2:9][C@@H:10]1[CH:14]([C:15]2[CH:16]=[CH:17][CH:18]=[CH:19][CH:20]=2)[O:13][C:12](=[O:21])[N:11]1[CH2:22][CH2:23][CH:24]1[CH2:29][CH2:28][N:27]([C:30]([O:32][C:33]([CH3:36])([CH3:35])[CH3:34])=[O:31])[CH2:26][CH2:25]1. (2) Given the reactants [NH2:1][C:2]1[C:7]([O:8][CH2:9][CH:10]2[CH2:15][CH2:14][N:13]([C:16]([O:18][C:19]([CH3:22])([CH3:21])[CH3:20])=[O:17])[CH2:12][CH2:11]2)=[CH:6][C:5](Br)=[CH:4][N:3]=1.[B:24]1([B:24]2[O:28][C:27]([CH3:30])([CH3:29])[C:26]([CH3:32])([CH3:31])[O:25]2)[O:28][C:27]([CH3:30])([CH3:29])[C:26]([CH3:32])([CH3:31])[O:25]1.CC([O-])=O.[K+], predict the reaction product. The product is: [NH2:1][C:2]1[C:7]([O:8][CH2:9][CH:10]2[CH2:15][CH2:14][N:13]([C:16]([O:18][C:19]([CH3:22])([CH3:21])[CH3:20])=[O:17])[CH2:12][CH2:11]2)=[CH:6][C:5]([B:24]2[O:28][C:27]([CH3:30])([CH3:29])[C:26]([CH3:32])([CH3:31])[O:25]2)=[CH:4][N:3]=1. (3) Given the reactants [Cl:1][C:2]1[N:7]=[C:6]([C:8]2[O:12][C:11]([C:13]([CH3:16])([CH3:15])[CH3:14])=[N:10][C:9]=2[C:17]2[C:18]([F:24])=[C:19]([CH:21]=[CH:22][CH:23]=2)[NH2:20])[CH:5]=[CH:4][N:3]=1.[F:25][C:26]1[CH:31]=[CH:30][CH:29]=[C:28]([F:32])[C:27]=1[S:33](Cl)(=[O:35])=[O:34], predict the reaction product. The product is: [Cl:1][C:2]1[N:7]=[C:6]([C:8]2[O:12][C:11]([C:13]([CH3:16])([CH3:15])[CH3:14])=[N:10][C:9]=2[C:17]2[C:18]([F:24])=[C:19]([NH:20][S:33]([C:27]3[C:28]([F:32])=[CH:29][CH:30]=[CH:31][C:26]=3[F:25])(=[O:35])=[O:34])[CH:21]=[CH:22][CH:23]=2)[CH:5]=[CH:4][N:3]=1.